Dataset: Kir2.1 potassium channel HTS with 301,493 compounds. Task: Binary Classification. Given a drug SMILES string, predict its activity (active/inactive) in a high-throughput screening assay against a specified biological target. (1) The compound is S(Cc1n(nnc1C(OCC)=O)c1nonc1N)c1ccc(cc1)C. The result is 1 (active). (2) The molecule is O1CC[N+](CC(O)CCCCCCCCC(OC)=O)(CC1)C. The result is 0 (inactive). (3) The compound is o1c2c(cc1C(=O)Nc1ccc(OC)cc1)cccc2. The result is 0 (inactive). (4) The molecule is o1nc(c(C(=O)Nc2ccc(CCCC)cc2)c1C)C. The result is 0 (inactive). (5) The drug is Clc1ccc(CNc2nc(N3CCOCC3)nc(N3CCOCC3)n2)cc1. The result is 0 (inactive). (6) The compound is s1nnc(C(=O)NC2CCCc3n(ncc23)c2c(F)cc(F)cc2)c1. The result is 0 (inactive). (7) The drug is OC(CNCc1ccc(cc1)c1ccccc1)c1ccccc1. The result is 0 (inactive).